This data is from NCI-60 drug combinations with 297,098 pairs across 59 cell lines. The task is: Regression. Given two drug SMILES strings and cell line genomic features, predict the synergy score measuring deviation from expected non-interaction effect. (1) Drug 1: C1CNP(=O)(OC1)N(CCCl)CCCl. Drug 2: CC12CCC3C(C1CCC2OP(=O)(O)O)CCC4=C3C=CC(=C4)OC(=O)N(CCCl)CCCl.[Na+]. Cell line: NCI-H226. Synergy scores: CSS=-5.11, Synergy_ZIP=2.29, Synergy_Bliss=7.40, Synergy_Loewe=-3.88, Synergy_HSA=-2.14. (2) Drug 1: C1CN1P(=S)(N2CC2)N3CC3. Drug 2: CCC1(C2=C(COC1=O)C(=O)N3CC4=CC5=C(C=CC(=C5CN(C)C)O)N=C4C3=C2)O.Cl. Cell line: 786-0. Synergy scores: CSS=32.0, Synergy_ZIP=-3.45, Synergy_Bliss=-2.64, Synergy_Loewe=-4.80, Synergy_HSA=-0.589. (3) Drug 1: C1=NC2=C(N=C(N=C2N1C3C(C(C(O3)CO)O)O)F)N. Drug 2: CC(C)CN1C=NC2=C1C3=CC=CC=C3N=C2N. Cell line: KM12. Synergy scores: CSS=1.07, Synergy_ZIP=0.0382, Synergy_Bliss=-2.35, Synergy_Loewe=1.22, Synergy_HSA=-2.79. (4) Drug 1: CC1=C(N=C(N=C1N)C(CC(=O)N)NCC(C(=O)N)N)C(=O)NC(C(C2=CN=CN2)OC3C(C(C(C(O3)CO)O)O)OC4C(C(C(C(O4)CO)O)OC(=O)N)O)C(=O)NC(C)C(C(C)C(=O)NC(C(C)O)C(=O)NCCC5=NC(=CS5)C6=NC(=CS6)C(=O)NCCC[S+](C)C)O. Drug 2: CN(CC1=CN=C2C(=N1)C(=NC(=N2)N)N)C3=CC=C(C=C3)C(=O)NC(CCC(=O)O)C(=O)O. Cell line: A498. Synergy scores: CSS=52.4, Synergy_ZIP=-5.74, Synergy_Bliss=-4.43, Synergy_Loewe=-8.33, Synergy_HSA=0.0978. (5) Drug 1: CCCS(=O)(=O)NC1=C(C(=C(C=C1)F)C(=O)C2=CNC3=C2C=C(C=N3)C4=CC=C(C=C4)Cl)F. Drug 2: CN(CCCl)CCCl.Cl. Cell line: UACC-257. Synergy scores: CSS=23.2, Synergy_ZIP=0.380, Synergy_Bliss=-0.524, Synergy_Loewe=-15.8, Synergy_HSA=-3.11. (6) Drug 1: CN1C(=O)N2C=NC(=C2N=N1)C(=O)N. Drug 2: C(CCl)NC(=O)N(CCCl)N=O. Cell line: SR. Synergy scores: CSS=56.6, Synergy_ZIP=0.108, Synergy_Bliss=-0.992, Synergy_Loewe=-10.1, Synergy_HSA=-1.34.